This data is from Merck oncology drug combination screen with 23,052 pairs across 39 cell lines. The task is: Regression. Given two drug SMILES strings and cell line genomic features, predict the synergy score measuring deviation from expected non-interaction effect. (1) Drug 2: NC1(c2ccc(-c3nc4ccn5c(=O)[nH]nc5c4cc3-c3ccccc3)cc2)CCC1. Drug 1: CCN(CC)CCNC(=O)c1c(C)[nH]c(C=C2C(=O)Nc3ccc(F)cc32)c1C. Cell line: COLO320DM. Synergy scores: synergy=22.7. (2) Drug 1: CC(=O)OC1C(=O)C2(C)C(O)CC3OCC3(OC(C)=O)C2C(OC(=O)c2ccccc2)C2(O)CC(OC(=O)C(O)C(NC(=O)c3ccccc3)c3ccccc3)C(C)=C1C2(C)C. Drug 2: N#Cc1ccc(Cn2cncc2CN2CCN(c3cccc(Cl)c3)C(=O)C2)cc1. Cell line: OVCAR3. Synergy scores: synergy=-18.1. (3) Drug 1: CS(=O)(=O)CCNCc1ccc(-c2ccc3ncnc(Nc4ccc(OCc5cccc(F)c5)c(Cl)c4)c3c2)o1. Drug 2: CCc1cnn2c(NCc3ccc[n+]([O-])c3)cc(N3CCCCC3CCO)nc12. Cell line: MDAMB436. Synergy scores: synergy=10.8. (4) Drug 1: CN(Cc1cnc2nc(N)nc(N)c2n1)c1ccc(C(=O)NC(CCC(=O)O)C(=O)O)cc1. Drug 2: NC1(c2ccc(-c3nc4ccn5c(=O)[nH]nc5c4cc3-c3ccccc3)cc2)CCC1. Cell line: RKO. Synergy scores: synergy=-17.8. (5) Drug 1: O=S1(=O)NC2(CN1CC(F)(F)F)C1CCC2Cc2cc(C=CCN3CCC(C(F)(F)F)CC3)ccc2C1. Drug 2: Cn1cc(-c2cnn3c(N)c(Br)c(C4CCCNC4)nc23)cn1. Cell line: A427. Synergy scores: synergy=15.6. (6) Cell line: A375. Synergy scores: synergy=32.3. Drug 1: COc1cccc2c1C(=O)c1c(O)c3c(c(O)c1C2=O)CC(O)(C(=O)CO)CC3OC1CC(N)C(O)C(C)O1. Drug 2: Cn1c(=O)n(-c2ccc(C(C)(C)C#N)cc2)c2c3cc(-c4cnc5ccccc5c4)ccc3ncc21.